The task is: Predict the product of the given reaction.. This data is from Forward reaction prediction with 1.9M reactions from USPTO patents (1976-2016). (1) Given the reactants [F:1][C:2]1[CH:3]=[C:4]([C:13]2[N:18]=[C:17]([N:19]3[CH2:23][CH:22]([CH3:24])[CH2:21][C:20]3([CH3:26])[CH3:25])[C:16](C(O)=O)=[CH:15][CH:14]=2)[CH:5]=[C:6]([O:8][CH2:9][CH:10]([CH3:12])[CH3:11])[CH:7]=1.Cl[S:31]([N:34]=[C:35]=[O:36])(=[O:33])=[O:32].C(N(CC)CC)C.[C:44]([O:48][C:49](=[O:58])[NH:50][C:51]1([CH3:57])[CH2:56][CH2:55][CH2:54][NH:53][CH2:52]1)([CH3:47])([CH3:46])[CH3:45], predict the reaction product. The product is: [F:1][C:2]1[CH:3]=[C:4]([C:13]2[CH:14]=[CH:15][C:16]([C:35]([NH:34][S:31]([N:53]3[CH2:54][CH2:55][CH2:56][C:51]([NH:50][C:49](=[O:58])[O:48][C:44]([CH3:47])([CH3:46])[CH3:45])([CH3:57])[CH2:52]3)(=[O:33])=[O:32])=[O:36])=[C:17]([N:19]3[CH2:23][CH:22]([CH3:24])[CH2:21][C:20]3([CH3:25])[CH3:26])[N:18]=2)[CH:5]=[C:6]([O:8][CH2:9][CH:10]([CH3:12])[CH3:11])[CH:7]=1. (2) Given the reactants C(N=C=NCCCN(C)C)C.[C:12]([O:16][C:17]([NH:19][C@@H:20]1[CH2:25][CH2:24][C@H:23]([C:26]([OH:28])=O)[CH2:22][CH2:21]1)=[O:18])([CH3:15])([CH3:14])[CH3:13].OC1[C:38]2N=N[NH:35][C:34]=2[CH:33]=CC=1.C(N)(C)C, predict the reaction product. The product is: [C:12]([O:16][C:17](=[O:18])[NH:19][C@H:20]1[CH2:21][CH2:22][C@@H:23]([C:26](=[O:28])[NH:35][CH:34]([CH3:38])[CH3:33])[CH2:24][CH2:25]1)([CH3:13])([CH3:14])[CH3:15]. (3) Given the reactants [O-:1][C:2]1[CH:7]=[CH:6][CH:5]=[CH:4][CH:3]=1.[Na+].C(=O)(O[CH2:14][CH:15]=[CH:16][C:17]1[CH:22]=[CH:21][CH:20]=[CH:19][CH:18]=1)OCC, predict the reaction product. The product is: [C:17]1([CH:16]([O:1][C:2]2[CH:7]=[CH:6][CH:5]=[CH:4][CH:3]=2)[CH:15]=[CH2:14])[CH:22]=[CH:21][CH:20]=[CH:19][CH:18]=1. (4) Given the reactants [CH3:1][C:2]1([CH3:25])[C:6](=N)[N:5]([C:8]2[CH:15]=[CH:14][C:11]([C:12]#[N:13])=[C:10]([C:16]([F:19])([F:18])[F:17])[CH:9]=2)[C:4](=[S:20])[N:3]1[CH2:21][CH2:22][CH2:23][OH:24].Cl.C[OH:28], predict the reaction product. The product is: [CH3:1][C:2]1([CH3:25])[C:6](=[O:28])[N:5]([C:8]2[CH:15]=[CH:14][C:11]([C:12]#[N:13])=[C:10]([C:16]([F:18])([F:19])[F:17])[CH:9]=2)[C:4](=[S:20])[N:3]1[CH2:21][CH2:22][CH2:23][OH:24]. (5) The product is: [ClH:36].[ClH:36].[C:1]([N:4]1[CH2:35][CH2:34][N:7]2[C@H:8]([CH:21]([C:22]3[CH:27]=[CH:26][CH:25]=[CH:24][CH:23]=3)[C:28]3[CH:33]=[CH:32][CH:31]=[CH:30][CH:29]=3)[CH2:9][NH:10][CH2:11][C@@H:6]2[CH2:5]1)(=[O:3])[CH3:2]. Given the reactants [C:1]([N:4]1[CH2:35][CH2:34][N:7]2[C@H:8]([CH:21]([C:28]3[CH:33]=[CH:32][CH:31]=[CH:30][CH:29]=3)[C:22]3[CH:27]=[CH:26][CH:25]=[CH:24][CH:23]=3)[CH2:9][N:10](CC3C=CC=CC=3OC)[CH2:11][C@@H:6]2[CH2:5]1)(=[O:3])[CH3:2].[Cl:36]C(OC(Cl)C)=O, predict the reaction product. (6) Given the reactants FC(F)(F)S(O[C:7]1[C:16]2[C:11](=[N:12][CH:13]=[C:14]([F:17])[CH:15]=2)[N:10]([O:18][CH2:19][C:20]2[CH:25]=[CH:24][CH:23]=[CH:22][CH:21]=2)[C:9](=[O:26])[C:8]=1[C:27]1[CH:32]=[CH:31][CH:30]=[CH:29][CH:28]=1)(=O)=O.CC1(C)C(C)(C)OB([C:43]2[CH:48]=[CH:47][C:46]([C:49]3[CH:54]=[CH:53][C:52]([CH2:55][NH:56]C(=O)OC(C)(C)C)=[CH:51][CH:50]=3)=[CH:45][CH:44]=2)O1.C(=O)([O-])[O-].[Na+].[Na+].N#N, predict the reaction product. The product is: [NH2:56][CH2:55][C:52]1[CH:51]=[CH:50][C:49]([C:46]2[CH:45]=[CH:44][C:43]([C:7]3[C:16]4[C:11](=[N:12][CH:13]=[C:14]([F:17])[CH:15]=4)[N:10]([O:18][CH2:19][C:20]4[CH:25]=[CH:24][CH:23]=[CH:22][CH:21]=4)[C:9](=[O:26])[C:8]=3[C:27]3[CH:32]=[CH:31][CH:30]=[CH:29][CH:28]=3)=[CH:48][CH:47]=2)=[CH:54][CH:53]=1.